This data is from Forward reaction prediction with 1.9M reactions from USPTO patents (1976-2016). The task is: Predict the product of the given reaction. (1) Given the reactants Br[C:2]1[CH:7]=[CH:6][C:5]([C:8]2[CH:13]=[CH:12][C:11]([CH2:14][CH2:15][C:16]3([NH:24][C:25](=[O:27])[CH3:26])[CH2:21][O:20][C:19]([CH3:23])([CH3:22])[O:18][CH2:17]3)=[CH:10][CH:9]=2)=[C:4]([F:28])[CH:3]=1.[CH:29]([C:32]1[CH:37]=[CH:36][C:35]([SH:38])=[CH:34][CH:33]=1)([CH3:31])[CH3:30].C(N(C(C)C)CC)(C)C.O, predict the reaction product. The product is: [F:28][C:4]1[CH:3]=[C:2]([S:38][C:35]2[CH:36]=[CH:37][C:32]([CH:29]([CH3:31])[CH3:30])=[CH:33][CH:34]=2)[CH:7]=[CH:6][C:5]=1[C:8]1[CH:13]=[CH:12][C:11]([CH2:14][CH2:15][C:16]2([NH:24][C:25](=[O:27])[CH3:26])[CH2:21][O:20][C:19]([CH3:23])([CH3:22])[O:18][CH2:17]2)=[CH:10][CH:9]=1. (2) Given the reactants O[C:2]1[C:7]([C:8]2[CH:13]=[CH:12][CH:11]=[C:10]([N+:14]([O-:16])=[O:15])[CH:9]=2)=[N:6][NH:5][C:4](=[O:17])[C:3]=1[C:18]([O:20][CH2:21][CH3:22])=[O:19].C(Cl)(=O)C([Cl:26])=O, predict the reaction product. The product is: [Cl:26][C:2]1[C:7]([C:8]2[CH:13]=[CH:12][CH:11]=[C:10]([N+:14]([O-:16])=[O:15])[CH:9]=2)=[N:6][NH:5][C:4](=[O:17])[C:3]=1[C:18]([O:20][CH2:21][CH3:22])=[O:19]. (3) Given the reactants C[O:2][C:3](=[O:18])[C:4]1[CH:9]=[C:8]([O:10][C@@H:11]([CH3:15])[CH2:12][O:13][CH3:14])[CH:7]=[C:6]([CH2:16][OH:17])[CH:5]=1.[OH-].[Na+], predict the reaction product. The product is: [OH:17][CH2:16][C:6]1[CH:5]=[C:4]([CH:9]=[C:8]([O:10][C@@H:11]([CH3:15])[CH2:12][O:13][CH3:14])[CH:7]=1)[C:3]([OH:18])=[O:2]. (4) The product is: [CH3:25][O:26][CH2:27][CH2:28][NH:29][C:20]([C:18]1[CH:17]=[CH:16][C:13]2[N:14]([CH3:15])[C:10]([NH:9][C:7]3[S:8][C:4]4[CH:3]=[C:2]([Cl:1])[CH:24]=[CH:23][C:5]=4[N:6]=3)=[N:11][C:12]=2[CH:19]=1)=[O:22]. Given the reactants [Cl:1][C:2]1[CH:24]=[CH:23][C:5]2[N:6]=[C:7]([NH:9][C:10]3[N:14]([CH3:15])[C:13]4[CH:16]=[CH:17][C:18]([C:20]([OH:22])=O)=[CH:19][C:12]=4[N:11]=3)[S:8][C:4]=2[CH:3]=1.[CH3:25][O:26][CH2:27][CH2:28][NH2:29].CN(C(ON1N=NC2C=CC=CC1=2)=[N+](C)C)C.F[P-](F)(F)(F)(F)F.CCN(C(C)C)C(C)C, predict the reaction product. (5) Given the reactants [CH:1]1([C:4]2[NH:22][C:7]3=[C:8]([C:20]#[N:21])[C:9]([CH3:19])=[C:10]([C:13]4[CH:18]=[CH:17][CH:16]=[CH:15][CH:14]=4)[C:11](=O)[N:6]3[N:5]=2)[CH2:3][CH2:2]1.P(Cl)(Cl)([Cl:25])=O, predict the reaction product. The product is: [Cl:25][C:11]1[N:6]2[N:5]=[C:4]([CH:1]3[CH2:3][CH2:2]3)[N:22]=[C:7]2[C:8]([C:20]#[N:21])=[C:9]([CH3:19])[C:10]=1[C:13]1[CH:18]=[CH:17][CH:16]=[CH:15][CH:14]=1. (6) Given the reactants OCC1C=CC(B(O)O)=CC=1.Cl[C:13]1[N:18]=[CH:17][C:16]([O:19][CH2:20][CH2:21][N:22]([CH3:24])[CH3:23])=[CH:15][N:14]=1.CC1(C)C(C)(C)OB([C:33]2[CH:38]=[CH:37][C:36]([OH:39])=[CH:35][CH:34]=2)O1, predict the reaction product. The product is: [CH3:23][N:22]([CH3:24])[CH2:21][CH2:20][O:19][C:16]1[CH:15]=[N:14][C:13]([C:33]2[CH:38]=[CH:37][C:36]([OH:39])=[CH:35][CH:34]=2)=[N:18][CH:17]=1.